Predict which catalyst facilitates the given reaction. From a dataset of Catalyst prediction with 721,799 reactions and 888 catalyst types from USPTO. Reactant: [C:1]([NH:8][CH2:9][C:10]1[CH:15]=[CH:14][C:13]([CH2:16][C:17]([O:19][CH3:20])=[O:18])=[CH:12][CH:11]=1)([O:3][C:4]([CH3:7])([CH3:6])[CH3:5])=[O:2].C[Si]([N-][Si](C)(C)C)(C)C.[K+].C(C1C=C(C(C)C)C=C(C(C)C)C=1S([N:49]=[N+:50]=[N-:51])(=O)=O)(C)C.C(O)(=O)C. Product: [C:1]([NH:8][CH2:9][C:10]1[CH:11]=[CH:12][C:13]([CH:16]([N:49]=[N+:50]=[N-:51])[C:17]([O:19][CH3:20])=[O:18])=[CH:14][CH:15]=1)([O:3][C:4]([CH3:6])([CH3:5])[CH3:7])=[O:2]. The catalyst class is: 1.